This data is from NCI-60 drug combinations with 297,098 pairs across 59 cell lines. The task is: Regression. Given two drug SMILES strings and cell line genomic features, predict the synergy score measuring deviation from expected non-interaction effect. (1) Drug 1: CCC1(CC2CC(C3=C(CCN(C2)C1)C4=CC=CC=C4N3)(C5=C(C=C6C(=C5)C78CCN9C7C(C=CC9)(C(C(C8N6C)(C(=O)OC)O)OC(=O)C)CC)OC)C(=O)OC)O.OS(=O)(=O)O. Synergy scores: CSS=-2.35, Synergy_ZIP=1.38, Synergy_Bliss=1.71, Synergy_Loewe=-1.22, Synergy_HSA=-1.09. Drug 2: CCN(CC)CCCC(C)NC1=C2C=C(C=CC2=NC3=C1C=CC(=C3)Cl)OC. Cell line: IGROV1. (2) Drug 1: CC1=C(C=C(C=C1)NC2=NC=CC(=N2)N(C)C3=CC4=NN(C(=C4C=C3)C)C)S(=O)(=O)N.Cl. Drug 2: C1=NNC2=C1C(=O)NC=N2. Cell line: SK-MEL-5. Synergy scores: CSS=2.00, Synergy_ZIP=3.22, Synergy_Bliss=7.47, Synergy_Loewe=1.62, Synergy_HSA=2.37. (3) Drug 1: C1=CC(=CC=C1CCC2=CNC3=C2C(=O)NC(=N3)N)C(=O)NC(CCC(=O)O)C(=O)O. Cell line: MCF7. Drug 2: CC1=C2C(C(=O)C3(C(CC4C(C3C(C(C2(C)C)(CC1OC(=O)C(C(C5=CC=CC=C5)NC(=O)OC(C)(C)C)O)O)OC(=O)C6=CC=CC=C6)(CO4)OC(=O)C)O)C)O. Synergy scores: CSS=35.3, Synergy_ZIP=-10.7, Synergy_Bliss=-8.71, Synergy_Loewe=-1.90, Synergy_HSA=0.712. (4) Drug 1: C1CCC(C(C1)N)N.C(=O)(C(=O)[O-])[O-].[Pt+4]. Drug 2: N.N.Cl[Pt+2]Cl. Cell line: 786-0. Synergy scores: CSS=39.4, Synergy_ZIP=-6.04, Synergy_Bliss=0.692, Synergy_Loewe=-11.3, Synergy_HSA=2.66. (5) Drug 1: COCCOC1=C(C=C2C(=C1)C(=NC=N2)NC3=CC=CC(=C3)C#C)OCCOC.Cl. Drug 2: CC1C(C(CC(O1)OC2CC(CC3=C2C(=C4C(=C3O)C(=O)C5=C(C4=O)C(=CC=C5)OC)O)(C(=O)CO)O)N)O.Cl. Cell line: BT-549. Synergy scores: CSS=49.6, Synergy_ZIP=-1.60, Synergy_Bliss=0.509, Synergy_Loewe=-18.2, Synergy_HSA=0.375. (6) Drug 1: CC1=C(C=C(C=C1)NC2=NC=CC(=N2)N(C)C3=CC4=NN(C(=C4C=C3)C)C)S(=O)(=O)N.Cl. Drug 2: CC1CCC2CC(C(=CC=CC=CC(CC(C(=O)C(C(C(=CC(C(=O)CC(OC(=O)C3CCCCN3C(=O)C(=O)C1(O2)O)C(C)CC4CCC(C(C4)OC)OCCO)C)C)O)OC)C)C)C)OC. Cell line: U251. Synergy scores: CSS=32.4, Synergy_ZIP=-7.17, Synergy_Bliss=0.409, Synergy_Loewe=1.89, Synergy_HSA=5.52. (7) Drug 1: CC12CCC3C(C1CCC2=O)CC(=C)C4=CC(=O)C=CC34C. Drug 2: CC1=C2C(C(=O)C3(C(CC4C(C3C(C(C2(C)C)(CC1OC(=O)C(C(C5=CC=CC=C5)NC(=O)OC(C)(C)C)O)O)OC(=O)C6=CC=CC=C6)(CO4)OC(=O)C)O)C)O. Cell line: UACC-257. Synergy scores: CSS=39.2, Synergy_ZIP=-5.31, Synergy_Bliss=-0.932, Synergy_Loewe=-8.34, Synergy_HSA=2.00. (8) Drug 1: CC12CCC(CC1=CCC3C2CCC4(C3CC=C4C5=CN=CC=C5)C)O. Drug 2: CCCCCOC(=O)NC1=NC(=O)N(C=C1F)C2C(C(C(O2)C)O)O. Cell line: CAKI-1. Synergy scores: CSS=-0.459, Synergy_ZIP=-1.92, Synergy_Bliss=-5.19, Synergy_Loewe=-51.4, Synergy_HSA=-4.04. (9) Cell line: M14. Drug 1: CC1OCC2C(O1)C(C(C(O2)OC3C4COC(=O)C4C(C5=CC6=C(C=C35)OCO6)C7=CC(=C(C(=C7)OC)O)OC)O)O. Synergy scores: CSS=24.4, Synergy_ZIP=-6.50, Synergy_Bliss=-2.92, Synergy_Loewe=-4.38, Synergy_HSA=-3.22. Drug 2: CCN(CC)CCCC(C)NC1=C2C=C(C=CC2=NC3=C1C=CC(=C3)Cl)OC.